Dataset: Reaction yield outcomes from USPTO patents with 853,638 reactions. Task: Predict the reaction yield, written as a fraction of the theoretical maximum amount of product (1.0 means a 100% yield; for example, 0.34 means a 34% yield). (1) The product is [OH:39][C:35]1([CH3:34])[CH2:38][N:37]([C:2]2[CH:3]=[CH:4][C:5]([N:8]3[CH:12]=[CH:11][C:10]([CH:13]([C:15]4[CH:32]=[CH:31][C:18]5[N:19]([CH2:23][O:24][CH2:25][CH2:26][Si:27]([CH3:30])([CH3:29])[CH3:28])[C:20](=[O:22])[S:21][C:17]=5[CH:16]=4)[CH3:14])=[N:9]3)=[N:6][CH:7]=2)[CH2:36]1. The yield is 0.480. The catalyst is [Cu]Br.CN(C)C=O. The reactants are I[C:2]1[CH:3]=[CH:4][C:5]([N:8]2[CH:12]=[CH:11][C:10]([CH:13]([C:15]3[CH:32]=[CH:31][C:18]4[N:19]([CH2:23][O:24][CH2:25][CH2:26][Si:27]([CH3:30])([CH3:29])[CH3:28])[C:20](=[O:22])[S:21][C:17]=4[CH:16]=3)[CH3:14])=[N:9]2)=[N:6][CH:7]=1.Cl.[CH3:34][C:35]1([OH:39])[CH2:38][NH:37][CH2:36]1.C(=O)([O-])[O-].[Cs+].[Cs+].C1C=C2C=CC(O)=C(C3C4C(=CC=CC=4)C=CC=3O)C2=CC=1. (2) The reactants are C[O:2][C:3]([C:5]1[N:6]([CH3:35])[CH:7]=[C:8]([NH:10][C:11]([C:13]2[CH:14]=[C:15]3[C:19](=[CH:20][CH:21]=2)[NH:18][C:17]([C:22](=[O:34])[NH:23][C:24]2[CH:28]=[C:27]([C:29]([O:31]C)=[O:30])[N:26]([CH3:33])[CH:25]=2)=[CH:16]3)=[O:12])[CH:9]=1)=[O:4].[OH-].[Na+]. The catalyst is O.CO. The product is [OH:31][C:29]([C:27]1[N:26]([CH3:33])[CH:25]=[C:24]([NH:23][C:22]([C:17]2[NH:18][C:19]3[C:15]([CH:16]=2)=[CH:14][C:13]([C:11]([NH:10][C:8]2[CH:9]=[C:5]([C:3]([OH:4])=[O:2])[N:6]([CH3:35])[CH:7]=2)=[O:12])=[CH:21][CH:20]=3)=[O:34])[CH:28]=1)=[O:30]. The yield is 0.870. (3) The catalyst is ClCCl.CN(C1C=CN=CC=1)C. The yield is 0.670. The reactants are [NH2:1][C:2]1[CH:7]=[CH:6][CH:5]=[CH:4][CH:3]=1.[CH3:8][C:9]1[C:13]2[CH:14]=[CH:15][C:16]([O:18][CH3:19])=[CH:17][C:12]=2[O:11][C:10]=1[C:20](O)=[O:21].C1CCC(N=C=NC2CCCCC2)CC1. The product is [CH3:19][O:18][C:16]1[CH:15]=[CH:14][C:13]2[C:9]([CH3:8])=[C:10]([C:20]([NH:1][C:2]3[CH:7]=[CH:6][CH:5]=[CH:4][CH:3]=3)=[O:21])[O:11][C:12]=2[CH:17]=1.